From a dataset of Peptide-MHC class II binding affinity with 134,281 pairs from IEDB. Regression. Given a peptide amino acid sequence and an MHC pseudo amino acid sequence, predict their binding affinity value. This is MHC class II binding data. (1) The peptide sequence is DYHWLRTVRTTKESL. The MHC is DRB3_0202 with pseudo-sequence DRB3_0202. The binding affinity (normalized) is 0. (2) The peptide sequence is LVGPFNFRFMSKGGM. The MHC is DRB1_0301 with pseudo-sequence DRB1_0301. The binding affinity (normalized) is 0. (3) The peptide sequence is RNTQIFKTNTQTDR. The MHC is DRB4_0101 with pseudo-sequence DRB4_0103. The binding affinity (normalized) is 0.213.